This data is from Forward reaction prediction with 1.9M reactions from USPTO patents (1976-2016). The task is: Predict the product of the given reaction. (1) Given the reactants [NH:1]1[CH2:6][CH2:5][O:4][CH:3]([C:7]([O:9][CH2:10][CH3:11])=[O:8])[CH2:2]1.[C:12]([O:16][CH2:17][CH3:18])(=[O:15])[CH:13]=[CH2:14], predict the reaction product. The product is: [CH2:17]([O:16][C:12](=[O:15])[CH2:13][CH2:14][N:1]1[CH2:6][CH2:5][O:4][CH:3]([C:7]([O:9][CH2:10][CH3:11])=[O:8])[CH2:2]1)[CH3:18]. (2) Given the reactants Cl.[O:2]=[C:3]([NH:18][CH:19]1[CH:23]([O:24][CH2:25][CH2:26][CH3:27])[CH2:22][NH:21][CH2:20]1)[CH2:4][NH:5][C:6](=[O:17])[C:7]1[CH:12]=[CH:11][CH:10]=[C:9]([C:13]([F:16])([F:15])[F:14])[CH:8]=1.[OH:28][C:29]1([C:36]2[CH:41]=[CH:40][N+:39]([O-:42])=[CH:38][CH:37]=2)[CH2:34][CH2:33][C:32](=O)[CH2:31][CH2:30]1, predict the reaction product. The product is: [OH:28][C:29]1([C:36]2[CH:41]=[CH:40][N+:39]([O-:42])=[CH:38][CH:37]=2)[CH2:30][CH2:31][CH:32]([N:21]2[CH2:22][C@H:23]([O:24][CH2:25][CH2:26][CH3:27])[C@@H:19]([NH:18][C:3](=[O:2])[CH2:4][NH:5][C:6](=[O:17])[C:7]3[CH:12]=[CH:11][CH:10]=[C:9]([C:13]([F:16])([F:15])[F:14])[CH:8]=3)[CH2:20]2)[CH2:33][CH2:34]1. (3) Given the reactants CCOCC.O[CH:7]([CH2:17][C:18]([CH2:21][Si](C)(C)C)=[C:19]=[CH2:20])[CH2:8][CH:9]1[CH2:15][CH2:14][CH2:13][CH2:12][CH2:11][C:10]1=[O:16].[Si](OS(C(F)(F)F)(=O)=O)(C)(C)C.O, predict the reaction product. The product is: [CH2:21]=[C:18]1[C:19](=[CH2:20])[C:10]23[O:16][CH:7]([CH2:8][CH:9]2[CH2:15][CH2:14][CH2:13][CH2:12][CH2:11]3)[CH2:17]1. (4) The product is: [CH:51]1([CH2:58][CH2:59][NH:60][C:61](=[O:72])[C@H:62]([CH3:71])[C@H:63]([C@@H:64]2[CH2:68][CH2:67][CH2:66][N:65]2[C:29](=[O:30])[CH2:28][C@@H:27]([O:43][CH3:44])[C@@H:26]([N:25]([CH3:49])[C:23](=[O:24])[C@H:19]([CH:20]([CH3:22])[CH3:21])[NH:18][C:16]([O:15][CH2:14][CH:12]2[C:13]3[CH:1]=[CH:2][CH:3]=[CH:4][C:5]=3[C:6]3[C:11]2=[CH:10][CH:9]=[CH:8][CH:7]=3)=[O:17])[C@@H:45]([CH3:48])[CH2:46][CH3:47])[O:69][CH3:70])[CH:52]=[CH:53][CH:54]=[CH:55][CH:56]=[CH:57]1. Given the reactants [CH:1]1[C:13]2[CH:12]([CH2:14][O:15][C:16]([NH:18][C@H:19]([C:23]([N:25]([CH3:49])[C@@H:26]([C@@H:45]([CH3:48])[CH2:46][CH3:47])[C@H:27]([O:43][CH3:44])[CH2:28][C:29](OC3C(F)=C(F)C(F)=C(F)C=3F)=[O:30])=[O:24])[CH:20]([CH3:22])[CH3:21])=[O:17])[C:11]3[C:6](=[CH:7][CH:8]=[CH:9][CH:10]=3)[C:5]=2[CH:4]=[CH:3][CH:2]=1.Cl.[CH:51]1([CH2:58][CH2:59][NH:60][C:61](=[O:72])[C@H:62]([CH3:71])[C@@H:63]([O:69][CH3:70])[C@@H:64]2[CH2:68][CH2:67][CH2:66][NH:65]2)[CH:57]=[CH:56][CH:55]=[CH:54][CH:53]=[CH:52]1.C(N(CC)C(C)C)(C)C, predict the reaction product. (5) The product is: [CH3:1][N:2]([CH3:27])[C:3]([C:5]1[C:14]2[CH2:13][CH2:12][CH:11]([C:15]3[CH:20]=[CH:19][CH:18]=[CH:17][CH:16]=3)[CH2:10][C:9]=2[C:8]2=[N:21][C:22]([CH3:26])=[C:23]([CH2:24][OH:25])[N:7]2[CH:6]=1)=[O:4]. Given the reactants [CH3:1][N:2]([CH3:27])[C:3]([C:5]1[C:14]2[CH2:13][CH2:12][CH:11]([C:15]3[CH:20]=[CH:19][CH:18]=[CH:17][CH:16]=3)[CH2:10][C:9]=2[C:8]2=[N:21][C:22]([CH3:26])=[C:23]([CH:24]=[O:25])[N:7]2[CH:6]=1)=[O:4].[BH4-].[Na+].[Cl-].[NH4+].ClCCl, predict the reaction product. (6) Given the reactants Cl[CH2:2][CH2:3][C:4]([O:6][CH2:7][CH2:8][N:9]=[C:10]=[O:11])=[O:5], predict the reaction product. The product is: [C:4]([O:6][CH2:7][CH2:8][N:9]=[C:10]=[O:11])(=[O:5])[CH:3]=[CH2:2]. (7) The product is: [CH3:1][C:2]1[O:6][N:5]=[C:4]([C:7]2[CH:12]=[CH:11][CH:10]=[CH:9][CH:8]=2)[C:3]=1[C:13]([Cl:18])=[O:15]. Given the reactants [CH3:1][C:2]1[O:6][N:5]=[C:4]([C:7]2[CH:12]=[CH:11][CH:10]=[CH:9][CH:8]=2)[C:3]=1[C:13]([OH:15])=O.S(Cl)([Cl:18])=O, predict the reaction product. (8) Given the reactants [C:1]([C:3]1[N:8]=[CH:7][C:6]([N:9]2[CH2:14][CH2:13][N:12]([C:15]([O:17][C:18]([CH3:21])([CH3:20])[CH3:19])=[O:16])[CH2:11][CH2:10]2)=[CH:5][CH:4]=1)#N.C1(C)C=CC=CC=1.[H-].C([Al+]CC(C)C)C(C)C.Cl.C(=O)([O-])[O-:41].[Na+].[Na+], predict the reaction product. The product is: [CH:1]([C:3]1[N:8]=[CH:7][C:6]([N:9]2[CH2:14][CH2:13][N:12]([C:15]([O:17][C:18]([CH3:21])([CH3:20])[CH3:19])=[O:16])[CH2:11][CH2:10]2)=[CH:5][CH:4]=1)=[O:41].